This data is from Catalyst prediction with 721,799 reactions and 888 catalyst types from USPTO. The task is: Predict which catalyst facilitates the given reaction. (1) Reactant: Br[CH2:2][C:3]([O:5][CH2:6][CH3:7])=[O:4].[F:8][C:9]1[CH:10]=[C:11]([CH:15]=[CH:16][CH:17]=1)[CH2:12][CH2:13][NH2:14]. Product: [F:8][C:9]1[CH:10]=[C:11]([CH:15]=[CH:16][CH:17]=1)[CH2:12][CH2:13][NH:14][CH2:2][C:3]([O:5][CH2:6][CH3:7])=[O:4]. The catalyst class is: 5. (2) Reactant: [NH2:1][C:2]1[N:7]=[C:6]([CH3:8])[C:5]([CH2:9][CH2:10][CH2:11][NH:12][CH2:13][C:14]2[CH:15]=[C:16]([CH2:20][C:21]([O:23][CH3:24])=[O:22])[CH:17]=[CH:18][CH:19]=2)=[C:4]([NH:25][CH2:26][CH2:27][CH2:28][CH2:29][CH3:30])[N:3]=1.Cl.[CH3:32][N:33]([CH3:39])[CH2:34][CH2:35][C:36](O)=[O:37].CN(C(ON1N=NC2C=CC=NC1=2)=[N+](C)C)C.F[P-](F)(F)(F)(F)F. Product: [NH2:1][C:2]1[N:7]=[C:6]([CH3:8])[C:5]([CH2:9][CH2:10][CH2:11][N:12]([CH2:13][C:14]2[CH:15]=[C:16]([CH2:20][C:21]([O:23][CH3:24])=[O:22])[CH:17]=[CH:18][CH:19]=2)[C:36](=[O:37])[CH2:35][CH2:34][N:33]([CH3:39])[CH3:32])=[C:4]([NH:25][CH2:26][CH2:27][CH2:28][CH2:29][CH3:30])[N:3]=1. The catalyst class is: 2. (3) Reactant: CN(C(ON1N=NC2C=CC=NC1=2)=[N+](C)C)C.F[P-](F)(F)(F)(F)F.[F:25][C:26]1[NH:31][C:30](=[N:32][NH2:33])[CH:29]=[C:28]([C:34]2[CH:39]=[CH:38][N:37]=[C:36]([NH:40][C:41]3[N:42]([CH3:46])[N:43]=[CH:44][CH:45]=3)[N:35]=2)[CH:27]=1.[C:47]([O:51][C:52]([NH:54][C@H:55]([CH2:59][C:60]1[CH:65]=[CH:64][C:63]([Cl:66])=[CH:62][CH:61]=1)[C:56](O)=[O:57])=[O:53])([CH3:50])([CH3:49])[CH3:48]. Product: [Cl:66][C:63]1[CH:64]=[CH:65][C:60]([CH2:59][C@@H:55]([NH:54][C:52](=[O:53])[O:51][C:47]([CH3:49])([CH3:48])[CH3:50])[C:56]([NH:33][N:32]=[C:30]2[CH:29]=[C:28]([C:34]3[CH:39]=[CH:38][N:37]=[C:36]([NH:40][C:41]4[N:42]([CH3:46])[N:43]=[CH:44][CH:45]=4)[N:35]=3)[CH:27]=[C:26]([F:25])[NH:31]2)=[O:57])=[CH:61][CH:62]=1. The catalyst class is: 3. (4) Reactant: [CH2:1]([NH2:8])[C:2]1[CH:7]=[CH:6][CH:5]=[CH:4][CH:3]=1.[OH:9][S:10](O)(=[O:12])=[O:11]. Product: [S:10]([C:5]1[CH:6]=[CH:7][C:2]([CH2:1][NH2:8])=[CH:3][CH:4]=1)([OH:12])(=[O:11])=[O:9]. The catalyst class is: 12.